Dataset: Catalyst prediction with 721,799 reactions and 888 catalyst types from USPTO. Task: Predict which catalyst facilitates the given reaction. (1) Reactant: [C:1]1([CH:7]([CH3:11])[CH2:8][CH:9]=O)[CH:6]=[CH:5][CH:4]=[CH:3][CH:2]=1.[C:12]([NH:16][OH:17])([CH3:15])([CH3:14])[CH3:13]. Product: [C:12]([N+:16]([O-:17])=[CH:9][CH2:8][CH:7]([C:1]1[CH:6]=[CH:5][CH:4]=[CH:3][CH:2]=1)[CH3:11])([CH3:15])([CH3:14])[CH3:13]. The catalyst class is: 48. (2) Reactant: [Br:1][C:2]1[N:11]=[C:10]2[C:5]([C:6](=[O:12])[CH2:7][CH2:8][NH:9]2)=[CH:4][CH:3]=1.[BH4-].[Na+]. Product: [Br:1][C:2]1[N:11]=[C:10]2[C:5]([CH:6]([OH:12])[CH2:7][CH2:8][NH:9]2)=[CH:4][CH:3]=1. The catalyst class is: 1.